Predict the reactants needed to synthesize the given product. From a dataset of Full USPTO retrosynthesis dataset with 1.9M reactions from patents (1976-2016). (1) Given the product [Cl:28][C:24]1[CH:23]=[C:22]([N:19]2[CH2:18][CH2:17][N:16]([CH2:15][CH2:14][N:1]3[C:9]4[CH2:8][CH2:7][CH2:6][C:5](=[O:10])[C:4]=4[CH:3]=[CH:2]3)[CH2:21][CH2:20]2)[CH:27]=[CH:26][CH:25]=1, predict the reactants needed to synthesize it. The reactants are: [NH:1]1[C:9]2[CH2:8][CH2:7][CH2:6][C:5](=[O:10])[C:4]=2[CH:3]=[CH:2]1.[OH-].[Na+].Cl[CH2:14][CH2:15][N:16]1[CH2:21][CH2:20][N:19]([C:22]2[CH:27]=[CH:26][CH:25]=[C:24]([Cl:28])[CH:23]=2)[CH2:18][CH2:17]1.C(OCC)(=O)C.ClCCl. (2) Given the product [CH3:9][O:10][C:11]1[C:19]2[N:18]=[C:17]([CH2:20][CH2:21][CH2:22][N:23]([CH3:42])[CH2:24][CH2:25][C@:26]3([O:41][C:4](=[O:5])[CH2:3][C:2]([F:8])([F:7])[F:1])[CH2:32][C@@H:31]4[C:33]([C:35]5[CH:36]=[CH:37][CH:38]=[CH:39][CH:40]=5)=[CH:34][C@H:27]3[CH2:28][CH2:29][CH2:30]4)[NH:16][C:15]=2[CH:14]=[CH:13][CH:12]=1, predict the reactants needed to synthesize it. The reactants are: [F:1][C:2]([F:8])([F:7])[CH2:3][C:4](Cl)=[O:5].[CH3:9][O:10][C:11]1[C:19]2[N:18]=[C:17]([CH2:20][CH2:21][CH2:22][N:23]([CH3:42])[CH2:24][CH2:25][C:26]3([OH:41])[CH2:32][CH:31]4[C:33]([C:35]5[CH:40]=[CH:39][CH:38]=[CH:37][CH:36]=5)=[CH:34][CH:27]3[CH2:28][CH2:29][CH2:30]4)[NH:16][C:15]=2[CH:14]=[CH:13][CH:12]=1. (3) Given the product [CH2:25]([C:3]1([CH2:1][CH3:2])[CH2:4][CH:5]([CH2:9][CH2:10][N:11]2[CH2:12][CH2:13][CH:33]([C:27]3[CH:32]=[CH:31][CH:30]=[CH:29][CH:28]=3)[CH2:15][CH2:16]2)[O:6][C:7]1=[O:8])[CH3:26], predict the reactants needed to synthesize it. The reactants are: [CH2:1]([C:3]1([CH2:25][CH3:26])[C:7](=[O:8])[O:6][CH:5]([CH2:9][CH2:10][N:11]2[CH2:16][CH2:15]N(C3C=CC=CC=3C#N)[CH2:13][CH2:12]2)[CH2:4]1)[CH3:2].[C:27]1([CH:33]2CCNCC2)[CH:32]=[CH:31][CH:30]=[CH:29][CH:28]=1.N1(C2C=CC=CC=2C#N)CCNCC1. (4) The reactants are: Br[C:2]1[CH:7]=[CH:6][CH:5]=[CH:4][C:3]=1[CH:8]([CH:13]=O)[C:9]([O:11][CH3:12])=[O:10].[NH2:15][C:16]1[C:17]([C:25]([OH:27])=[O:26])=[CH:18][C:19]2[O:23][CH2:22][O:21][C:20]=2[CH:24]=1.[O-]P([O-])([O-])=O.[K+].[K+].[K+].C(O)CO. Given the product [CH3:12][O:11][C:9]([C:8]1[C:3]2[C:2](=[CH:7][CH:6]=[CH:5][CH:4]=2)[N:15]([C:16]2[C:17]([C:25]([OH:27])=[O:26])=[CH:18][C:19]3[O:23][CH2:22][O:21][C:20]=3[CH:24]=2)[CH:13]=1)=[O:10], predict the reactants needed to synthesize it. (5) Given the product [CH3:30][NH:29][C:27](=[O:28])[C:26]1[CH:31]=[CH:32][C:23]([CH2:22][O:1][C:2]2[CH:7]=[CH:6][C:5]([C:8]([N:10]3[CH2:14][CH2:13][CH2:12][C@H:11]3[CH2:15][N:16]3[CH2:17][CH2:18][CH2:19][CH2:20]3)=[O:9])=[CH:4][CH:3]=2)=[CH:24][CH:25]=1, predict the reactants needed to synthesize it. The reactants are: [OH:1][C:2]1[CH:7]=[CH:6][C:5]([C:8]([N:10]2[CH2:14][CH2:13][CH2:12][C@H:11]2[CH2:15][N:16]2[CH2:20][CH2:19][CH2:18][CH2:17]2)=[O:9])=[CH:4][CH:3]=1.Cl[CH2:22][C:23]1[CH:32]=[CH:31][C:26]([C:27]([NH:29][CH3:30])=[O:28])=[CH:25][CH:24]=1. (6) Given the product [C:18]1([S:15]([N:11]2[C:12]3[C:8](=[CH:7][C:6]([C:4](=[O:5])[CH2:33][CH3:34])=[CH:14][CH:13]=3)[CH:9]=[C:10]2[C:24]2[C:29]([F:30])=[CH:28][CH:27]=[CH:26][C:25]=2[F:31])(=[O:17])=[O:16])[CH:19]=[CH:20][CH:21]=[CH:22][CH:23]=1, predict the reactants needed to synthesize it. The reactants are: CON(C)[C:4]([C:6]1[CH:7]=[C:8]2[C:12](=[CH:13][CH:14]=1)[N:11]([S:15]([C:18]1[CH:23]=[CH:22][CH:21]=[CH:20][CH:19]=1)(=[O:17])=[O:16])[C:10]([C:24]1[C:29]([F:30])=[CH:28][CH:27]=[CH:26][C:25]=1[F:31])=[CH:9]2)=[O:5].[CH3:33][CH2:34][Mg+].[Br-]. (7) Given the product [CH3:19][O:18][C:9]1[CH:8]=[C:7]([C:6]2[N:26]=[C:25]([C:24]3[C:23]([C:22]([F:32])([F:21])[F:33])=[N:31][CH:30]=[CH:29][CH:28]=3)[N:27]=[CH:4][N:5]=2)[CH:12]=[C:11]([N+:13]([O-:15])=[O:14])[C:10]=1[O:16][CH3:17], predict the reactants needed to synthesize it. The reactants are: CN(/[CH:4]=[N:5]/[C:6](=O)[C:7]1[CH:12]=[C:11]([N+:13]([O-:15])=[O:14])[C:10]([O:16][CH3:17])=[C:9]([O:18][CH3:19])[CH:8]=1)C.[F:21][C:22]([F:33])([F:32])[C:23]1[N:31]=[CH:30][CH:29]=[CH:28][C:24]=1[C:25](=[NH:27])[NH2:26].